From a dataset of Full USPTO retrosynthesis dataset with 1.9M reactions from patents (1976-2016). Predict the reactants needed to synthesize the given product. (1) Given the product [Br-:13].[C:19]([CH2:18][CH2:17][CH2:16][CH2:15][CH2:14][NH+:3]1[C:4]2[C:9](=[CH:8][CH:7]=[CH:6][CH:5]=2)[C:10]([CH3:12])([CH3:11])[CH:2]1[CH3:1])([OH:21])=[O:20], predict the reactants needed to synthesize it. The reactants are: [CH3:1][C:2]1[C:10]([CH3:12])([CH3:11])[C:9]2[C:4](=[CH:5][CH:6]=[CH:7][CH:8]=2)[N:3]=1.[Br:13][CH2:14][CH2:15][CH2:16][CH2:17][CH2:18][C:19]([OH:21])=[O:20]. (2) Given the product [N:1]1([S:26]([C:23]2[CH:24]=[CH:25][C:18]3[CH2:17][CH2:16][N:15]([C:12](=[O:14])[CH3:13])[CH2:21][CH2:20][C:19]=3[CH:22]=2)(=[O:27])=[O:28])[C:9]2[C:4](=[CH:5][CH:6]=[CH:7][CH:8]=2)[CH:3]=[CH:2]1, predict the reactants needed to synthesize it. The reactants are: [NH:1]1[C:9]2[C:4](=[CH:5][CH:6]=[CH:7][CH:8]=2)[CH:3]=[CH:2]1.[OH-].[Na+].[C:12]([N:15]1[CH2:21][CH2:20][C:19]2[CH:22]=[C:23]([S:26](Cl)(=[O:28])=[O:27])[CH:24]=[CH:25][C:18]=2[CH2:17][CH2:16]1)(=[O:14])[CH3:13].S(Cl)(Cl)(=O)=O. (3) Given the product [F:1][C:2]1[C:23]([CH3:24])=[CH:22][C:5]2[N:6]([CH:10]3[CH2:11][CH2:12][N:13]([C:16]4([CH3:21])[CH2:20][CH2:19][N:18]([C:25]([O:26][CH2:27][CH3:28])=[O:29])[CH2:17]4)[CH2:14][CH2:15]3)[C:7](=[O:9])[NH:8][C:4]=2[CH:3]=1, predict the reactants needed to synthesize it. The reactants are: [F:1][C:2]1[C:23]([CH3:24])=[CH:22][C:5]2[N:6]([CH:10]3[CH2:15][CH2:14][N:13]([C:16]4([CH3:21])[CH2:20][CH2:19][NH:18][CH2:17]4)[CH2:12][CH2:11]3)[C:7](=[O:9])[NH:8][C:4]=2[CH:3]=1.[C:25](Cl)(=[O:29])[O:26][CH2:27][CH3:28]. (4) Given the product [C:1]([O:5][C:6]([N:8]1[CH2:13][CH2:12][N:11]([CH2:14][C:15]2[C:16]([F:42])=[C:17]3[C:18]([C:25](=[O:40])[N:26]([CH2:27][C:28]4[CH:33]=[C:32]([Cl:34])[CH:31]=[CH:30][C:29]=4[S:35]([CH2:38][CH3:39])(=[O:37])=[O:36])[C:51](=[O:54])[NH:41]3)=[CH:19][C:20]=2[C:21]([F:22])([F:23])[F:24])[CH2:10][CH2:9]1)=[O:7])([CH3:2])([CH3:3])[CH3:4], predict the reactants needed to synthesize it. The reactants are: [C:1]([O:5][C:6]([N:8]1[CH2:13][CH2:12][N:11]([CH2:14][C:15]2[C:20]([C:21]([F:24])([F:23])[F:22])=[CH:19][C:18]([C:25](=[O:40])[NH:26][CH2:27][C:28]3[CH:33]=[C:32]([Cl:34])[CH:31]=[CH:30][C:29]=3[S:35]([CH2:38][CH3:39])(=[O:37])=[O:36])=[C:17]([NH2:41])[C:16]=2[F:42])[CH2:10][CH2:9]1)=[O:7])([CH3:4])([CH3:3])[CH3:2].ClC1C(C2OCCO2)=C(OC(F)(F)F)C=C2C=1N[C:51](=[O:54])N(CC1C=C(Cl)C=CC=1S(CC)(=O)=O)C2=O.